This data is from Reaction yield outcomes from USPTO patents with 853,638 reactions. The task is: Predict the reaction yield, written as a fraction of the theoretical maximum amount of product (1.0 means a 100% yield; for example, 0.34 means a 34% yield). The reactants are [C:1]([C:5]1[O:9][N:8]=[C:7]([NH:10][C:11]([NH:13][C:14]2[CH:19]=[C:18]([OH:20])[CH:17]=[CH:16][C:15]=2[F:21])=[O:12])[CH:6]=1)([CH3:4])([CH3:3])[CH3:2].Cl[C:23]1[C:32]2[C:27](=[CH:28][C:29]([O:35][CH3:36])=[C:30]([O:33][CH3:34])[CH:31]=2)[N:26]=[CH:25][N:24]=1.C(=O)([O-])[O-].[K+].[K+].O. The catalyst is CN(C=O)C. The product is [C:1]([C:5]1[O:9][N:8]=[C:7]([NH:10][C:11]([NH:13][C:14]2[CH:19]=[C:18]([O:20][C:23]3[C:32]4[C:27](=[CH:28][C:29]([O:35][CH3:36])=[C:30]([O:33][CH3:34])[CH:31]=4)[N:26]=[CH:25][N:24]=3)[CH:17]=[CH:16][C:15]=2[F:21])=[O:12])[CH:6]=1)([CH3:4])([CH3:2])[CH3:3]. The yield is 0.0800.